Predict the reaction yield, written as a fraction of the theoretical maximum amount of product (1.0 means a 100% yield; for example, 0.34 means a 34% yield). From a dataset of Reaction yield outcomes from USPTO patents with 853,638 reactions. The reactants are C(OC([N:8]1[CH2:13][CH2:12][CH:11]([C:14]2[CH:19]=[CH:18][C:17]([NH:20][C:21]([C:23]3[N:27]=[C:26]([Cl:28])[N:25](COCC[Si](C)(C)C)[N:24]=3)=[O:22])=[C:16]([C:37]3[CH2:42][CH2:41][CH2:40][CH2:39][CH:38]=3)[CH:15]=2)[CH2:10][CH2:9]1)=O)(C)(C)C.CCO.[C:46]([OH:52])([C:48]([F:51])([F:50])[F:49])=[O:47]. The catalyst is C(Cl)Cl. The product is [F:49][C:48]([F:51])([F:50])[C:46]([OH:52])=[O:47].[C:37]1([C:16]2[CH:15]=[C:14]([CH:11]3[CH2:10][CH2:9][NH:8][CH2:13][CH2:12]3)[CH:19]=[CH:18][C:17]=2[NH:20][C:21]([C:23]2[N:27]=[C:26]([Cl:28])[NH:25][N:24]=2)=[O:22])[CH2:42][CH2:41][CH2:40][CH2:39][CH:38]=1. The yield is 0.580.